Dataset: Forward reaction prediction with 1.9M reactions from USPTO patents (1976-2016). Task: Predict the product of the given reaction. (1) Given the reactants Br[C:2]1[S:3][C:4]([S:7]([CH3:10])(=[O:9])=[O:8])=[CH:5][CH:6]=1.[F-].[Cs+].[CH:13]1([CH:18]=[C:19](B2OC(C)(C)C(C)(C)O2)[CH2:20][OH:21])[CH2:17][CH2:16][CH2:15][CH2:14]1, predict the reaction product. The product is: [CH:13]1(/[CH:18]=[C:19](\[C:2]2[S:3][C:4]([S:7]([CH3:10])(=[O:9])=[O:8])=[CH:5][CH:6]=2)/[CH2:20][OH:21])[CH2:17][CH2:16][CH2:15][CH2:14]1. (2) The product is: [Br:1][C:2]1[CH:3]=[CH:4][C:5]2[N:9]([CH2:12][C:13]3[CH:18]=[CH:17][CH:16]=[C:15]([F:19])[CH:14]=3)[CH:8]=[N:7][C:6]=2[CH:10]=1. Given the reactants [Br:1][C:2]1[CH:3]=[CH:4][C:5]2[N:9]=[CH:8][NH:7][C:6]=2[CH:10]=1.Br[CH2:12][C:13]1[CH:18]=[CH:17][CH:16]=[C:15]([F:19])[CH:14]=1.C(=O)([O-])[O-].[Cs+].[Cs+], predict the reaction product. (3) Given the reactants Cl[C:2]1[CH:7]=[N:6][CH:5]=[C:4]([Cl:8])[N:3]=1.[CH3:9][C@H:10]1[CH2:15][NH:14][C@H:13]([CH3:16])[CH2:12][NH:11]1.C([O-])([O-])=O.[K+].[K+], predict the reaction product. The product is: [Cl:8][C:4]1[N:3]=[C:2]([N:11]2[CH2:12][C@@H:13]([CH3:16])[NH:14][CH2:15][C@@H:10]2[CH3:9])[CH:7]=[N:6][CH:5]=1.